This data is from Full USPTO retrosynthesis dataset with 1.9M reactions from patents (1976-2016). The task is: Predict the reactants needed to synthesize the given product. (1) Given the product [Cl:21][C:22]1[CH:27]=[CH:26][C:25]2[N:28]([CH:29]3[CH2:34][N:33]([CH2:35][C:36]4[CH:41]=[CH:40][C:39]([O:42][CH3:43])=[CH:38][CH:37]=4)[C:32](=[O:44])[CH2:31][CH2:30]3)[C:3]([CH2:2][Cl:1])=[N:45][C:24]=2[CH:23]=1, predict the reactants needed to synthesize it. The reactants are: [Cl:1][C:2]1C=CC2N([C@H]3C[C@@H](S(C)(=O)=O)C3)C(CCl)=NC=2[CH:3]=1.[Cl:21][C:22]1[CH:27]=[CH:26][C:25]([NH:28][CH:29]2[CH2:34][N:33]([CH2:35][C:36]3[CH:41]=[CH:40][C:39]([O:42][CH3:43])=[CH:38][CH:37]=3)[C:32](=[O:44])[CH2:31][CH2:30]2)=[C:24]([N+:45]([O-])=O)[CH:23]=1. (2) Given the product [CH2:3]([CH:4]1[CH2:5][CH:6]([CH2:13][N+:10]([O-:12])=[O:11])[CH2:7][C:8]1=[O:9])[CH:2]=[CH2:1], predict the reactants needed to synthesize it. The reactants are: [CH2:1]=[CH:2][CH2:3][CH:4]1[C:8](=[O:9])[CH:7]=[CH:6][CH2:5]1.[N+:10]([CH3:13])([O-:12])=[O:11]. (3) Given the product [CH2:8]([NH:7][CH:1]1[CH2:6][CH2:5][CH2:4][CH2:3][CH2:2]1)[CH:9]([CH3:11])[CH3:10], predict the reactants needed to synthesize it. The reactants are: [CH:1]1([NH2:7])[CH2:6][CH2:5][CH2:4][CH2:3][CH2:2]1.[CH:8](=O)[CH:9]([CH3:11])[CH3:10].[BH4-].[Na+].